From a dataset of Reaction yield outcomes from USPTO patents with 853,638 reactions. Predict the reaction yield, written as a fraction of the theoretical maximum amount of product (1.0 means a 100% yield; for example, 0.34 means a 34% yield). (1) The reactants are [CH:1]([C:3]1[S:7][C:6]([C:8]([CH3:12])([CH3:11])[C:9]#[N:10])=[CH:5][CH:4]=1)=[O:2].[O-:13]Cl=O.[Na+]. The catalyst is C(O)(C)(C)C.CC(=CC)C. The product is [C:9]([C:8]([C:6]1[S:7][C:3]([C:1]([OH:13])=[O:2])=[CH:4][CH:5]=1)([CH3:12])[CH3:11])#[N:10]. The yield is 0.900. (2) The reactants are C[O:2][C:3]1[CH:4]=[C:5]([C:9]2[C:16]([C:17]3[CH:22]=[CH:21][N:20]=[CH:19][CH:18]=3)=[C:12]3[S:13][CH:14]=[CH:15][N:11]3[N:10]=2)[CH:6]=[CH:7][CH:8]=1.B(Br)(Br)Br.C([O-])(O)=O.[Na+]. The catalyst is C(Cl)Cl. The product is [N:20]1[CH:19]=[CH:18][C:17]([C:16]2[C:9]([C:5]3[CH:4]=[C:3]([OH:2])[CH:8]=[CH:7][CH:6]=3)=[N:10][N:11]3[CH:15]=[CH:14][S:13][C:12]=23)=[CH:22][CH:21]=1. The yield is 0.800. (3) The reactants are [NH2:1][CH:2]([CH:4]1[CH2:9][CH2:8][N:7]([C:10]([O:12][C:13]([CH3:16])([CH3:15])[CH3:14])=[O:11])[CH2:6][CH2:5]1)[CH3:3].[Br:17][C:18]1[CH:23]=[CH:22][CH:21]=[CH:20][C:19]=1[CH:24]([C:29](=O)[CH3:30])[C:25]([O:27][CH3:28])=[O:26].CC(O)=O. The catalyst is CCO. The product is [Br:17][C:18]1[CH:23]=[CH:22][CH:21]=[CH:20][C:19]=1[C:24]([C:25]([O:27][CH3:28])=[O:26])=[C:29]([NH:1][CH:2]([CH:4]1[CH2:5][CH2:6][N:7]([C:10]([O:12][C:13]([CH3:15])([CH3:14])[CH3:16])=[O:11])[CH2:8][CH2:9]1)[CH3:3])[CH3:30]. The yield is 0.491. (4) The yield is 0.130. The catalyst is CCCCO.O. The reactants are [CH3:1][N:2]([C@@H:10]1[CH2:15][CH2:14][CH2:13][NH:12][CH2:11]1)[C:3](=[O:9])[O:4][C:5]([CH3:8])([CH3:7])[CH3:6].[Br:16][C:17]1[C:18](F)=[C:19]2[C:25]([NH:26][C:27](=[O:31])[CH:28]([CH3:30])[CH3:29])=[CH:24][NH:23][C:20]2=[N:21][CH:22]=1.CC#N.O. The product is [Br:16][C:17]1[C:18]([N:12]2[CH2:13][CH2:14][CH2:15][C@@H:10]([N:2]([CH3:1])[C:3](=[O:9])[O:4][C:5]([CH3:8])([CH3:6])[CH3:7])[CH2:11]2)=[C:19]2[C:25]([NH:26][C:27](=[O:31])[CH:28]([CH3:29])[CH3:30])=[CH:24][NH:23][C:20]2=[N:21][CH:22]=1. (5) The reactants are Br[C:2]1[CH:7]=[CH:6][C:5]([C:8]2[N:17]([CH3:18])[C:16](=[O:19])[C:15]3[C:10](=[C:11]([C:20]([NH:22][C:23]4[CH:28]=[CH:27][CH:26]=[CH:25][N:24]=4)=[O:21])[CH:12]=[CH:13][CH:14]=3)[N:9]=2)=[CH:4][CH:3]=1.C([O-])([O-])=O.[Cs+].[Cs+].CC(C1C=C(C(C)C)C(C2C=CC=CC=2P(C2CCCCC2)C2CCCCC2)=C(C(C)C)C=1)C.[B-](F)(F)(F)[CH2:70][N:71]1[CH2:75][CH2:74][CH2:73][CH2:72]1.[K+]. The catalyst is CC([O-])=O.CC([O-])=O.[Pd+2].O. The yield is 0.630. The product is [CH3:18][N:17]1[C:16](=[O:19])[C:15]2[C:10](=[C:11]([C:20]([NH:22][C:23]3[CH:28]=[CH:27][CH:26]=[CH:25][N:24]=3)=[O:21])[CH:12]=[CH:13][CH:14]=2)[N:9]=[C:8]1[C:5]1[CH:6]=[CH:7][C:2]([CH2:70][N:71]2[CH2:75][CH2:74][CH2:73][CH2:72]2)=[CH:3][CH:4]=1. (6) The reactants are [CH3:1][C:2]1[C:7]([O:8][CH2:9][C:10]([F:15])([F:14])[CH:11]([F:13])[F:12])=[CH:6][N:5]=[C:4]([CH:16]=O)[CH:3]=1.[CH3:18][C:19]([S@:22]([NH2:24])=[O:23])([CH3:21])[CH3:20]. No catalyst specified. The product is [CH3:18][C:19]([S@:22](/[N:24]=[CH:16]/[C:4]1[CH:3]=[C:2]([CH3:1])[C:7]([O:8][CH2:9][C:10]([F:15])([F:14])[CH:11]([F:13])[F:12])=[CH:6][N:5]=1)=[O:23])([CH3:21])[CH3:20]. The yield is 0.810. (7) The reactants are C(OC(=O)[NH:7][C:8]1[CH:13]=[CH:12][CH:11]=[C:10]([O:14][C:15]2C(C(=O)NC3C=CC=CC=3)=CN=C(S(C)(=O)=O)N=2)[CH:9]=1)(C)(C)C.C(O)(C(F)(F)F)=O. The catalyst is C(Cl)Cl. The product is [CH3:15][O:14][C:10]1[CH:9]=[C:8]([CH:13]=[CH:12][CH:11]=1)[NH2:7]. The yield is 0.867. (8) The reactants are C([O:4][C:5]12[CH2:17][CH:13]([O:14][C:15]1=[O:16])[C:12]1[CH:7]([O:8][CH2:9][CH2:10][CH:11]=1)[CH2:6]2)(=O)C.[BH4-].[Na+]. The catalyst is [Cl-].[Na+].O. The product is [OH:16][CH2:15][C@:5]1([OH:4])[CH2:6][C@@H:7]2[C:12](=[CH:11][CH2:10][CH2:9][O:8]2)[C@H:13]([OH:14])[CH2:17]1. The yield is 0.750.